Dataset: Reaction yield outcomes from USPTO patents with 853,638 reactions. Task: Predict the reaction yield, written as a fraction of the theoretical maximum amount of product (1.0 means a 100% yield; for example, 0.34 means a 34% yield). (1) The catalyst is C1COCC1. The yield is 0.740. The reactants are [Br-:1].[Br-].[Br-].C[N+](C)(C)C1C=CC=CC=1.C[N+](C1C=CC=CC=1)(C)C.C[N+](C1C=CC=CC=1)(C)C.[CH:34]([C:37]1[CH:42]=[CH:41][C:40]([NH:43][C:44]2[C:53]3[C:48](=[CH:49][N:50]=[CH:51][CH:52]=3)[CH:47]=[CH:46][N:45]=2)=[CH:39][CH:38]=1)([CH3:36])[CH3:35]. The product is [Br:1][C:47]1[C:48]2[C:53](=[CH:52][CH:51]=[N:50][CH:49]=2)[C:44]([NH:43][C:40]2[CH:39]=[CH:38][C:37]([CH:34]([CH3:36])[CH3:35])=[CH:42][CH:41]=2)=[N:45][CH:46]=1. (2) The reactants are Br[CH2:2][C:3]1[CH:12]=[CH:11][C:6]([C:7]([O:9][CH3:10])=[O:8])=[CH:5][C:4]=1[O:13][CH3:14].C(=O)([O-])[OH:16].[Na+].O. The catalyst is CS(C)=O. The product is [CH:2]([C:3]1[CH:12]=[CH:11][C:6]([C:7]([O:9][CH3:10])=[O:8])=[CH:5][C:4]=1[O:13][CH3:14])=[O:16]. The yield is 0.390. (3) The reactants are Cl[C:2]1[N:7]=[C:6]([NH2:8])[CH:5]=[CH:4][N:3]=1.Cl.[NH2:10][CH2:11][CH2:12][S:13]([CH3:16])(=[O:15])=[O:14].FC(F)(F)C(O)=O.C(O)(C)(C)C. The catalyst is C(=O)(O)[O-].[Na+]. The product is [CH3:16][S:13]([CH2:12][CH2:11][NH:10][C:2]1[N:7]=[C:6]([NH2:8])[CH:5]=[CH:4][N:3]=1)(=[O:15])=[O:14]. The yield is 0.470. (4) The reactants are [Br:1][C:2]1[C:6]([C:7](OCC)=[O:8])=[CH:5][N:4]([CH:12]2[CH2:15][CH2:14][CH2:13]2)[N:3]=1.[H-].C([Al+]CC(C)C)C(C)C. The catalyst is O1CCCC1.C(OCC)(=O)C.[C@H](O)(C([O-])=O)[C@@H](O)C([O-])=O.[Na+].[K+]. The product is [Br:1][C:2]1[C:6]([CH2:7][OH:8])=[CH:5][N:4]([CH:12]2[CH2:13][CH2:14][CH2:15]2)[N:3]=1. The yield is 1.00. (5) The reactants are [F:1][C:2]1[CH:3]=[C:4]([CH:44]=[CH:45][CH:46]=1)[CH2:5][N:6]1[C:10]([CH3:11])=[C:9]([C:12]2[C:20]3[C:15](=[N:16][CH:17]=[C:18]([C:21]4[CH:26]=[CH:25][C:24]([N:27]5[CH2:32][CH2:31][NH:30][CH2:29][CH2:28]5)=[CH:23][CH:22]=4)[CH:19]=3)[N:14]([S:33]([C:36]3[CH:42]=[CH:41][C:39]([CH3:40])=[CH:38][CH:37]=3)(=[O:35])=[O:34])[CH:13]=2)[C:8]([CH3:43])=[N:7]1.C(N(CC)CC)C.[C:54](Cl)(=[O:56])[CH3:55]. The catalyst is C(Cl)Cl. The product is [F:1][C:2]1[CH:3]=[C:4]([CH:44]=[CH:45][CH:46]=1)[CH2:5][N:6]1[C:10]([CH3:11])=[C:9]([C:12]2[C:20]3[C:15](=[N:16][CH:17]=[C:18]([C:21]4[CH:26]=[CH:25][C:24]([N:27]5[CH2:28][CH2:29][N:30]([C:54](=[O:56])[CH3:55])[CH2:31][CH2:32]5)=[CH:23][CH:22]=4)[CH:19]=3)[N:14]([S:33]([C:36]3[CH:42]=[CH:41][C:39]([CH3:40])=[CH:38][CH:37]=3)(=[O:34])=[O:35])[CH:13]=2)[C:8]([CH3:43])=[N:7]1. The yield is 0.924. (6) The reactants are Br[C:2]1[C:3]2[CH:12]=[C:11]([C:13]3[CH:14]=[N:15][N:16]([CH3:18])[CH:17]=3)[N:10]([S:19]([C:22]3[CH:28]=[CH:27][C:25]([CH3:26])=[CH:24][CH:23]=3)(=[O:21])=[O:20])[C:4]=2[C:5](=[O:9])[N:6]([CH3:8])[CH:7]=1.[CH3:29][C:30]1([CH3:46])[C:34]([CH3:36])([CH3:35])[O:33][B:32]([B:32]2[O:33][C:34]([CH3:36])([CH3:35])[C:30]([CH3:46])([CH3:29])[O:31]2)[O:31]1.C([O-])(=O)C.[K+]. The product is [CH3:8][N:6]1[CH:7]=[C:2]([B:32]2[O:33][C:34]([CH3:36])([CH3:35])[C:30]([CH3:46])([CH3:29])[O:31]2)[C:3]2[CH:12]=[C:11]([C:13]3[CH:14]=[N:15][N:16]([CH3:18])[CH:17]=3)[N:10]([S:19]([C:22]3[CH:28]=[CH:27][C:25]([CH3:26])=[CH:24][CH:23]=3)(=[O:20])=[O:21])[C:4]=2[C:5]1=[O:9]. The yield is 0.365. The catalyst is O1CCOCC1.C1C=CC(P(C2C=CC=CC=2)[C-]2C=CC=C2)=CC=1.C1C=CC(P(C2C=CC=CC=2)[C-]2C=CC=C2)=CC=1.Cl[Pd]Cl.[Fe+2]. (7) The reactants are CS(O[CH2:6][CH2:7][S:8]([CH3:11])(=[O:10])=[O:9])(=O)=O.[NH2:12][CH2:13][CH2:14][O:15][C:16]1[CH:21]=[CH:20][C:19]([NH:22][C:23](=[O:32])[C:24]2[CH:29]=[CH:28][CH:27]=[C:26]([O:30][CH3:31])[CH:25]=2)=[CH:18][C:17]=1[C:33]1[N:37]([CH3:38])[N:36]=[CH:35][CH:34]=1. The catalyst is CN(C=O)C. The product is [CH3:11][S:8]([CH2:7][CH2:6][NH:12][CH2:13][CH2:14][O:15][C:16]1[CH:21]=[CH:20][C:19]([NH:22][C:23](=[O:32])[C:24]2[CH:29]=[CH:28][CH:27]=[C:26]([O:30][CH3:31])[CH:25]=2)=[CH:18][C:17]=1[C:33]1[N:37]([CH3:38])[N:36]=[CH:35][CH:34]=1)(=[O:10])=[O:9]. The yield is 0.185. (8) The yield is 0.470. The product is [Cl:44][C:45]1[CH:46]=[C:47]([CH:49]=[CH:50][C:51]=1[F:52])[NH:48][C:2]1[N:3]=[C:4]([N:22]2[CH2:27][CH2:26][NH:25][CH2:24][CH:23]2[C:28](=[O:37])[NH:29][C:30]2[CH:35]=[CH:34][CH:33]=[C:32]([CH3:36])[CH:31]=2)[C:5]2[N:11]=[C:10]([C:12]3[CH:17]=[CH:16][C:15]([O:18][CH3:19])=[C:14]([O:20][CH3:21])[CH:13]=3)[CH:9]=[CH:8][C:6]=2[N:7]=1. The reactants are Cl[C:2]1[N:3]=[C:4]([N:22]2[CH2:27][CH2:26][NH:25][CH2:24][CH:23]2[C:28](=[O:37])[NH:29][C:30]2[CH:35]=[CH:34][CH:33]=[C:32]([CH3:36])[CH:31]=2)[C:5]2[N:11]=[C:10]([C:12]3[CH:17]=[CH:16][C:15]([O:18][CH3:19])=[C:14]([O:20][CH3:21])[CH:13]=3)[CH:9]=[CH:8][C:6]=2[N:7]=1.C([O-])([O-])=O.[K+].[K+].[Cl:44][C:45]1[CH:46]=[C:47]([CH:49]=[CH:50][C:51]=1[F:52])[NH2:48]. The catalyst is C1C=CC([P]([Pd]([P](C2C=CC=CC=2)(C2C=CC=CC=2)C2C=CC=CC=2)([P](C2C=CC=CC=2)(C2C=CC=CC=2)C2C=CC=CC=2)[P](C2C=CC=CC=2)(C2C=CC=CC=2)C2C=CC=CC=2)(C2C=CC=CC=2)C2C=CC=CC=2)=CC=1.O1CCOCC1.CC(O)(C)C.